This data is from Full USPTO retrosynthesis dataset with 1.9M reactions from patents (1976-2016). The task is: Predict the reactants needed to synthesize the given product. (1) Given the product [Cl:1][C:2]1[CH:3]=[CH:4][C:5]([OH:11])=[C:6](/[C:8](=[N:30]/[NH:29][C:27](=[O:28])[C:26]2[CH:31]=[C:22]([S:19]([N:16]3[CH2:15][CH2:14][N:13]([CH3:12])[CH2:18][CH2:17]3)(=[O:21])=[O:20])[CH:23]=[N:24][CH:25]=2)/[CH3:9])[CH:7]=1, predict the reactants needed to synthesize it. The reactants are: [Cl:1][C:2]1[CH:3]=[CH:4][C:5]([OH:11])=[C:6]([C:8](=O)[CH3:9])[CH:7]=1.[CH3:12][N:13]1[CH2:18][CH2:17][N:16]([S:19]([C:22]2[CH:23]=[N:24][CH:25]=[C:26]([CH:31]=2)[C:27]([NH:29][NH2:30])=[O:28])(=[O:21])=[O:20])[CH2:15][CH2:14]1. (2) Given the product [CH:1]1([CH2:6][C@H:7]([CH2:25][N:26]([CH:35]=[O:36])[OH:27])[C:8]([N:10]2[C@H:14]([C:15]([NH:17][C:18]3[CH:23]=[CH:22][CH:21]=[CH:20][N+:19]=3[O-:24])=[O:16])[CH2:13][CH:12]=[N:11]2)=[O:9])[CH2:2][CH2:3][CH2:4][CH2:5]1, predict the reactants needed to synthesize it. The reactants are: [CH:1]1([CH2:6][C@H:7]([CH2:25][N:26]([CH:35]=[O:36])[O:27]CC2C=CC=CC=2)[C:8]([N:10]2[C@H:14]([C:15]([NH:17][C:18]3[CH:23]=[CH:22][CH:21]=[CH:20][N+:19]=3[O-:24])=[O:16])[CH2:13][CH:12]=[N:11]2)=[O:9])[CH2:5][CH2:4][CH2:3][CH2:2]1. (3) Given the product [ClH:3].[OH:28][NH:27][C:25]([C:22]1([S:35]([C:38]2[CH:39]=[CH:40][C:41]([C:44]3[CH:49]=[CH:48][C:47]([O:50][C:51]([F:56])([F:55])[CH:52]([F:54])[F:53])=[CH:46][CH:45]=3)=[CH:42][CH:43]=2)(=[O:37])=[O:36])[CH2:21][CH2:20][N:19]([CH:16]2[CH2:18][CH2:17]2)[CH2:24][CH2:23]1)=[O:26], predict the reactants needed to synthesize it. The reactants are: N#N.[Cl:3][Si](C)(C)C.FC(F)(F)CCCI.[CH:16]1([N:19]2[CH2:24][CH2:23][C:22]([S:35]([C:38]3[CH:43]=[CH:42][C:41]([C:44]4[CH:49]=[CH:48][C:47]([O:50][C:51]([F:56])([F:55])[CH:52]([F:54])[F:53])=[CH:46][CH:45]=4)=[CH:40][CH:39]=3)(=[O:37])=[O:36])([C:25]([NH:27][O:28]C3CCCCO3)=[O:26])[CH2:21][CH2:20]2)[CH2:18][CH2:17]1. (4) Given the product [NH2:1][C:2]1[N:7]=[C:6]([CH3:8])[N:5]=[C:4]([C:9]2[N:14]=[C:13]([C:15]([OH:17])([CH3:28])[CH3:16])[CH:12]=[N:11][C:10]=2[NH:18][C:19]2[CH:20]=[N:21][C:22]([O:26][CH3:27])=[C:23]([F:25])[CH:24]=2)[CH:3]=1, predict the reactants needed to synthesize it. The reactants are: [NH2:1][C:2]1[N:7]=[C:6]([CH3:8])[N:5]=[C:4]([C:9]2[N:14]=[C:13]([C:15](=[O:17])[CH3:16])[CH:12]=[N:11][C:10]=2[NH:18][C:19]2[CH:20]=[N:21][C:22]([O:26][CH3:27])=[C:23]([F:25])[CH:24]=2)[CH:3]=1.[CH3:28][Mg]Br.C(OCC)C. (5) Given the product [CH3:11][O:9][C:8]([C@H:5]1[CH2:6][CH2:7][C@@H:2]([OH:1])[CH2:3][CH2:4]1)=[O:10], predict the reactants needed to synthesize it. The reactants are: [OH:1][C@H:2]1[CH2:7][CH2:6][C@H:5]([C:8]([OH:10])=[O:9])[CH2:4][CH2:3]1.[C:11]([O-])([O-])=O.[K+].[K+].IC. (6) Given the product [CH3:1][O:2][C:3]([C:5]1[C:13]([NH:14][C:15]2[CH:20]=[CH:19][C:18]([Cl:23])=[CH:17][C:16]=2[CH3:21])=[C:12]([F:22])[C:8]2[N:9]=[CH:10][NH:11][C:7]=2[CH:6]=1)=[O:4], predict the reactants needed to synthesize it. The reactants are: [CH3:1][O:2][C:3]([C:5]1[C:13]([NH:14][C:15]2[CH:20]=[CH:19][CH:18]=[CH:17][C:16]=2[CH3:21])=[C:12]([F:22])[C:8]2[NH:9][CH:10]=[N:11][C:7]=2[CH:6]=1)=[O:4].[Cl:23]N1C(=O)CCC1=O. (7) Given the product [Br:23][C:7]1[CH:8]=[CH:9][C:10]2[C:11]3[N:12]([CH2:13][CH2:14][NH:15][C:16](=[O:22])[O:17][C:18]([CH3:19])([CH3:20])[CH3:21])[C:33]([CH2:32][Cl:31])=[N:1][C:2]=3[CH:3]=[N:4][C:5]=2[CH:6]=1, predict the reactants needed to synthesize it. The reactants are: [NH2:1][C:2]1[CH:3]=[N:4][C:5]2[C:10]([C:11]=1[NH:12][CH2:13][CH2:14][NH:15][C:16](=[O:22])[O:17][C:18]([CH3:21])([CH3:20])[CH3:19])=[CH:9][CH:8]=[C:7]([Br:23])[CH:6]=2.C(N(CC)CC)C.[Cl:31][CH2:32][C:33](Cl)=O. (8) The reactants are: [CH3:1][O:2][C:3]1[CH:12]=[CH:11][C:10]([NH2:13])=[C:9]2[C:4]=1[CH:5]=[CH:6][CH:7]=[N:8]2.[N+:14]([C:17]1[CH:22]=[C:21]([C:23]([F:26])([F:25])[F:24])[CH:20]=[CH:19][C:18]=1[S:27](Cl)(=[O:29])=[O:28])([O-:16])=[O:15].N1C=CC=CC=1. Given the product [CH3:1][O:2][C:3]1[CH:12]=[CH:11][C:10]([NH:13][S:27]([C:18]2[CH:19]=[CH:20][C:21]([C:23]([F:25])([F:26])[F:24])=[CH:22][C:17]=2[N+:14]([O-:16])=[O:15])(=[O:28])=[O:29])=[C:9]2[C:4]=1[CH:5]=[CH:6][CH:7]=[N:8]2, predict the reactants needed to synthesize it.